This data is from Full USPTO retrosynthesis dataset with 1.9M reactions from patents (1976-2016). The task is: Predict the reactants needed to synthesize the given product. (1) Given the product [N:26]1([CH2:2][C:3]2[CH:4]=[C:5]([C:9]3[CH:13]=[C:12]([CH2:14][CH:15]([CH3:17])[CH3:16])[S:11][C:10]=3[S:18]([NH:21][C:22]([CH3:25])([CH3:24])[CH3:23])(=[O:20])=[O:19])[CH:6]=[CH:7][CH:8]=2)[C:30]2[CH:31]=[CH:32][CH:33]=[CH:34][C:29]=2[N:28]=[CH:27]1, predict the reactants needed to synthesize it. The reactants are: Br[CH2:2][C:3]1[CH:4]=[C:5]([C:9]2[CH:13]=[C:12]([CH2:14][CH:15]([CH3:17])[CH3:16])[S:11][C:10]=2[S:18]([NH:21][C:22]([CH3:25])([CH3:24])[CH3:23])(=[O:20])=[O:19])[CH:6]=[CH:7][CH:8]=1.[N:26]1[C:30]2[CH:31]=[CH:32][CH:33]=[CH:34][C:29]=2[NH:28][CH:27]=1. (2) Given the product [F:10][C:7]([F:8])([F:9])[C:6]([N:26]([C@H:23]1[CH2:22][CH2:21][C:20]2[C:25](=[C:16]([O:15][CH3:14])[CH:17]=[CH:18][CH:19]=2)[CH2:24]1)[CH3:27])=[O:11], predict the reactants needed to synthesize it. The reactants are: [F:8][C:7]([F:10])([F:9])[C:6](O[C:6](=[O:11])[C:7]([F:10])([F:9])[F:8])=[O:11].[CH3:14][O:15][C:16]1[CH:17]=[CH:18][CH:19]=[C:20]2[C:25]=1[CH2:24][C@@H:23]([NH:26][CH3:27])[CH2:22][CH2:21]2.N1C=CC=CC=1. (3) Given the product [C:1]1([N:7]2[C:11]([C:12]3[CH:13]=[CH:14][CH:15]=[CH:16][CH:17]=3)=[CH:10][CH:9]=[C:8]2[C:18]2[CH:19]=[C:20]3[C:25](=[CH:26][CH:27]=2)[CH:24]=[C:23]([O:28][CH2:29][C:30]2[CH:31]=[CH:32][C:33]([C:34]([OH:36])=[O:35])=[CH:38][CH:39]=2)[CH:22]=[CH:21]3)[CH:6]=[CH:5][CH:4]=[CH:3][CH:2]=1, predict the reactants needed to synthesize it. The reactants are: [C:1]1([N:7]2[C:11]([C:12]3[CH:17]=[CH:16][CH:15]=[CH:14][CH:13]=3)=[CH:10][CH:9]=[C:8]2[C:18]2[CH:19]=[C:20]3[C:25](=[CH:26][CH:27]=2)[CH:24]=[C:23]([O:28][CH2:29][C:30]2[CH:39]=[CH:38][C:33]([C:34]([O:36]C)=[O:35])=[CH:32][CH:31]=2)[CH:22]=[CH:21]3)[CH:6]=[CH:5][CH:4]=[CH:3][CH:2]=1.[OH-].[Na+]. (4) The reactants are: [OH:1][C@H:2]1[CH2:7][CH2:6][C@H:5]([N:8]2[CH2:12][CH2:11][C@:10]3([CH2:17][CH2:16][CH2:15][N:14]([C:18]([O:20][CH2:21][C:22]4[CH:27]=[CH:26][CH:25]=[CH:24][CH:23]=4)=[O:19])[CH2:13]3)[C:9]2=[O:28])[CH2:4][CH2:3]1.CN(C)C=O.N1C=CN=C1.Cl[Si:40]([CH2:45][CH3:46])([CH2:43][CH3:44])[CH2:41][CH3:42]. Given the product [O:28]=[C:9]1[C@@:10]2([CH2:17][CH2:16][CH2:15][N:14]([C:18]([O:20][CH2:21][C:22]3[CH:23]=[CH:24][CH:25]=[CH:26][CH:27]=3)=[O:19])[CH2:13]2)[CH2:11][CH2:12][N:8]1[C@H:5]1[CH2:4][CH2:3][C@H:2]([O:1][Si:40]([CH2:45][CH3:46])([CH2:43][CH3:44])[CH2:41][CH3:42])[CH2:7][CH2:6]1, predict the reactants needed to synthesize it. (5) Given the product [NH2:23][C:19]1[CH:18]=[C:17]([C:13]2[CH:12]=[C:11]([C:9](=[O:10])[CH2:8][CH2:7][N:1]3[CH2:6][CH2:5][O:4][CH2:3][CH2:2]3)[CH:16]=[CH:15][CH:14]=2)[CH:22]=[CH:21][N:20]=1, predict the reactants needed to synthesize it. The reactants are: [N:1]1([CH2:7][CH2:8][C:9]([C:11]2[CH:12]=[C:13]([C:17]3[CH:22]=[CH:21][N:20]=[C:19]([NH:23]C(=O)C4C=CC=CC=4)[CH:18]=3)[CH:14]=[CH:15][CH:16]=2)=[O:10])[CH2:6][CH2:5][O:4][CH2:3][CH2:2]1.[OH-].[Na+].